This data is from Reaction yield outcomes from USPTO patents with 853,638 reactions. The task is: Predict the reaction yield, written as a fraction of the theoretical maximum amount of product (1.0 means a 100% yield; for example, 0.34 means a 34% yield). (1) The reactants are [CH3:1][C:2]1[C:16](=[O:17])[N:15]=[C:14]2[N:4]([C@@H:5]3[O:9][C@H:8]([CH2:10][OH:11])[C@@H:7]([OH:12])[C@@H:6]3[O:13]2)[CH:3]=1.[CH3:18][O:19][CH2:20][CH2:21][O:22]B([O:22][CH2:21][CH2:20][O:19][CH3:18])[O:22][CH2:21][CH2:20][O:19][CH3:18]. The catalyst is COCCO. The product is [CH3:18][O:19][CH2:20][CH2:21][O:22][C@@H:6]1[C@H:7]([OH:12])[C@@H:8]([CH2:10][OH:11])[O:9][C@H:5]1[N:4]1[CH:3]=[C:2]([CH3:1])[C:16](=[O:17])[NH:15][C:14]1=[O:13]. The yield is 0.630. (2) The reactants are [C:1]([O:5][C:6](=[O:23])[NH:7][C@H:8]1[CH2:13][CH2:12][C@@H:11]([NH:14][C:15]2[C:20]([CH3:21])=[CH:19][N:18]=[C:17](Cl)[N:16]=2)[CH2:10][CH2:9]1)([CH3:4])([CH3:3])[CH3:2].[CH3:24][NH:25][CH3:26].CCN(C(C)C)C(C)C. The catalyst is CC(O)C. The product is [C:1]([O:5][C:6](=[O:23])[NH:7][C@H:8]1[CH2:13][CH2:12][C@@H:11]([NH:14][C:15]2[C:20]([CH3:21])=[CH:19][N:18]=[C:17]([N:25]([CH3:26])[CH3:24])[N:16]=2)[CH2:10][CH2:9]1)([CH3:4])([CH3:3])[CH3:2]. The yield is 0.850.